From a dataset of Full USPTO retrosynthesis dataset with 1.9M reactions from patents (1976-2016). Predict the reactants needed to synthesize the given product. Given the product [N+:11]([C:3]1[CH:4]=[CH:5][CH:6]=[C:7]([N+:8]([O-:10])=[O:9])[C:2]=1[C:28]#[C:27][Si:29]([CH:30]([CH3:32])[CH3:31])([CH:36]([CH3:38])[CH3:37])[CH:33]([CH3:35])[CH3:34])([O-:13])=[O:12], predict the reactants needed to synthesize it. The reactants are: Cl[C:2]1[C:7]([N+:8]([O-:10])=[O:9])=[CH:6][CH:5]=[CH:4][C:3]=1[N+:11]([O-:13])=[O:12].P(C(C)(C)C)(C(C)(C)C)C(C)(C)C.[C:27]([Si:29]([CH:36]([CH3:38])[CH3:37])([CH:33]([CH3:35])[CH3:34])[CH:30]([CH3:32])[CH3:31])#[CH:28].